From a dataset of NCI-60 drug combinations with 297,098 pairs across 59 cell lines. Regression. Given two drug SMILES strings and cell line genomic features, predict the synergy score measuring deviation from expected non-interaction effect. (1) Drug 1: CC1=C(C=C(C=C1)NC2=NC=CC(=N2)N(C)C3=CC4=NN(C(=C4C=C3)C)C)S(=O)(=O)N.Cl. Drug 2: CC1=C(C=C(C=C1)C(=O)NC2=CC(=CC(=C2)C(F)(F)F)N3C=C(N=C3)C)NC4=NC=CC(=N4)C5=CN=CC=C5. Cell line: UACC-257. Synergy scores: CSS=3.62, Synergy_ZIP=1.94, Synergy_Bliss=5.26, Synergy_Loewe=1.21, Synergy_HSA=1.52. (2) Drug 1: CC12CCC3C(C1CCC2O)C(CC4=C3C=CC(=C4)O)CCCCCCCCCS(=O)CCCC(C(F)(F)F)(F)F. Drug 2: CC12CCC3C(C1CCC2OP(=O)(O)O)CCC4=C3C=CC(=C4)OC(=O)N(CCCl)CCCl.[Na+]. Cell line: OVCAR-5. Synergy scores: CSS=11.5, Synergy_ZIP=-1.65, Synergy_Bliss=-0.00884, Synergy_Loewe=-0.981, Synergy_HSA=-0.312.